From a dataset of Forward reaction prediction with 1.9M reactions from USPTO patents (1976-2016). Predict the product of the given reaction. (1) Given the reactants C1(O[C:8](=[O:20])[NH:9][C:10]2[CH:15]=[CH:14][N:13]=[C:12]([C:16]([F:19])([F:18])[F:17])[CH:11]=2)C=CC=CC=1.[Cl:21][C:22]1[CH:28]=[C:27]([O:29][C:30]2[C:31]3[N:38]([CH3:39])[CH:37]=[CH:36][C:32]=3[N:33]=[CH:34][N:35]=2)[CH:26]=[CH:25][C:23]=1[NH2:24].N1C=CC=CC=1, predict the reaction product. The product is: [Cl:21][C:22]1[CH:28]=[C:27]([O:29][C:30]2[C:31]3[N:38]([CH3:39])[CH:37]=[CH:36][C:32]=3[N:33]=[CH:34][N:35]=2)[CH:26]=[CH:25][C:23]=1[NH:24][C:8]([NH:9][C:10]1[CH:15]=[CH:14][N:13]=[C:12]([C:16]([F:17])([F:18])[F:19])[CH:11]=1)=[O:20]. (2) Given the reactants [C:1]([C:5]1[CH:10]=[CH:9][C:8]([C:11]2[O:15][C:14]([C:16]3[CH:21]=[CH:20][C:19]([C:22]4[O:26][C:25]([C:27]5[CH:28]=[C:29]([OH:33])[CH:30]=[CH:31][CH:32]=5)=[N:24][N:23]=4)=[CH:18][CH:17]=3)=[N:13][N:12]=2)=[CH:7][CH:6]=1)([CH3:4])([CH3:3])[CH3:2].CC1C=CC(S(O[CH2:45][CH:46]2[CH2:51][CH:50]3[CH2:52][CH:47]2[CH:48]=[CH:49]3)(=O)=O)=CC=1.C([O-])([O-])=O.[Cs+].[Cs+].O, predict the reaction product. The product is: [CH:47]12[CH2:52][CH:50]([CH:49]=[CH:48]1)[CH2:51][CH:46]2[CH2:45][O:33][C:29]1[CH:28]=[C:27]([C:25]2[O:26][C:22]([C:19]3[CH:18]=[CH:17][C:16]([C:14]4[O:15][C:11]([C:8]5[CH:9]=[CH:10][C:5]([C:1]([CH3:4])([CH3:2])[CH3:3])=[CH:6][CH:7]=5)=[N:12][N:13]=4)=[CH:21][CH:20]=3)=[N:23][N:24]=2)[CH:32]=[CH:31][CH:30]=1.